Dataset: Catalyst prediction with 721,799 reactions and 888 catalyst types from USPTO. Task: Predict which catalyst facilitates the given reaction. Reactant: [F:1][C:2]([F:30])([F:29])[C:3]([C:12]1[CH:25]=[CH:24][C:15]([O:16][C:17]2[CH:22]=[CH:21][N:20]=[C:19]([CH3:23])[CH:18]=2)=[C:14]([CH2:26][CH2:27][CH3:28])[CH:13]=1)([O:8][CH2:9][O:10][CH3:11])[C:4]([F:7])([F:6])[F:5].ClC1C=CC=[C:34]([C:38]([O:40]O)=[O:39])C=1.S([O-])([O-])(=O)=S.[Na+].[Na+].C(=O)([O-])O.[Na+]. Product: [C:38]([O:40][CH2:23][C:19]1[CH:18]=[C:17]([O:16][C:15]2[CH:24]=[CH:25][C:12]([C:3]([O:8][CH2:9][O:10][CH3:11])([C:4]([F:7])([F:6])[F:5])[C:2]([F:1])([F:29])[F:30])=[CH:13][C:14]=2[CH2:26][CH2:27][CH3:28])[CH:22]=[CH:21][N:20]=1)(=[O:39])[CH3:34]. The catalyst class is: 147.